From a dataset of Catalyst prediction with 721,799 reactions and 888 catalyst types from USPTO. Predict which catalyst facilitates the given reaction. (1) Product: [C:1]([O:5][C:6](=[O:40])[NH:7][C@H:8]([C:34]1[CH:35]=[CH:36][CH:37]=[CH:38][CH:39]=1)[CH2:9][N:10]1[C:15](=[O:16])[C:14]([N:17]2[CH2:22][CH2:21][N:20]([CH2:47][C:48]3[CH:53]=[CH:52][CH:51]=[CH:50][CH:49]=3)[CH2:19][C:18]2=[O:23])=[CH:13][N:12]([CH2:24][C:25]2[C:26]([F:32])=[CH:27][CH:28]=[CH:29][C:30]=2[F:31])[C:11]1=[O:33])([CH3:4])([CH3:2])[CH3:3]. Reactant: [C:1]([O:5][C:6](=[O:40])[NH:7][C@H:8]([C:34]1[CH:39]=[CH:38][CH:37]=[CH:36][CH:35]=1)[CH2:9][N:10]1[C:15](=[O:16])[C:14]([N:17]2[CH2:22][CH2:21][NH:20][CH2:19][C:18]2=[O:23])=[CH:13][N:12]([CH2:24][C:25]2[C:30]([F:31])=[CH:29][CH:28]=[CH:27][C:26]=2[F:32])[C:11]1=[O:33])([CH3:4])([CH3:3])[CH3:2].C(=O)([O-])[O-].[K+].[K+].[CH2:47](Br)[C:48]1[CH:53]=[CH:52][CH:51]=[CH:50][CH:49]=1. The catalyst class is: 174. (2) Reactant: BrC1C=C([Cl:27])C=C2C=1NCCC2[NH:12][CH2:13][CH2:14][CH2:15][NH:16][C:17]1[NH:22][C:21]2[CH:23]=[CH:24][S:25][C:20]=2[C:19](=[O:26])[CH:18]=1.C[O-].[Na+].BrC1C=C([Cl:43])C=C2C=1NCCC2=O.C([BH3-])#N.[Na+]. Product: [ClH:27].[ClH:43].[NH2:12][CH2:13][CH2:14][CH2:15][NH:16][C:17]1[NH:22][C:21]2[CH:23]=[CH:24][S:25][C:20]=2[C:19](=[O:26])[CH:18]=1. The catalyst class is: 5. (3) Reactant: C(N(CC)CC)C.[F:8][C:9]([F:14])([F:13])[C:10]([O-:12])=[O:11].[NH2:15][C:16]1[C:17]([C:24]([NH:26][CH2:27][C@@H:28]([N+:32]([CH2:35][CH2:36][CH2:37][C:38]2[CH:43]=[CH:42][C:41]([OH:44])=[CH:40][CH:39]=2)([CH3:34])[CH3:33])[CH2:29][CH2:30][CH3:31])=[O:25])=[N:18][C:19]([Cl:23])=[C:20]([NH2:22])[N:21]=1.[CH2:45]1[O:47][C@H:46]1[CH2:48][OH:49]. Product: [F:8][C:9]([F:14])([F:13])[C:10]([O-:12])=[O:11].[NH2:15][C:16]1[C:17]([C:24]([NH:26][CH2:27][C@@H:28]([N+:32]([CH2:35][CH2:36][CH2:37][C:38]2[CH:43]=[CH:42][C:41]([O:44][CH2:45][C@@H:46]([OH:47])[CH2:48][OH:49])=[CH:40][CH:39]=2)([CH3:34])[CH3:33])[CH2:29][CH2:30][CH3:31])=[O:25])=[N:18][C:19]([Cl:23])=[C:20]([NH2:22])[N:21]=1. The catalyst class is: 14. (4) Reactant: [F:1][C:2]1[CH:7]=[CH:6][C:5]([CH:8]([OH:30])[CH:9]([CH2:15][C:16]2[CH:21]=[CH:20][CH:19]=[C:18]([CH:22]([OH:29])[C:23]([F:28])([F:27])[CH:24]([F:26])[F:25])[CH:17]=2)[C:10]([O:12]CC)=[O:11])=[CH:4][CH:3]=1.[OH-].[Na+].CO.O. Product: [F:1][C:2]1[CH:7]=[CH:6][C:5]([CH:8]([OH:30])[CH:9]([CH2:15][C:16]2[CH:21]=[CH:20][CH:19]=[C:18]([CH:22]([OH:29])[C:23]([F:28])([F:27])[CH:24]([F:25])[F:26])[CH:17]=2)[C:10]([OH:12])=[O:11])=[CH:4][CH:3]=1. The catalyst class is: 7. (5) Reactant: [CH2:1]([Li])CCC.[Br:6][C:7]1[C:8]([CH3:27])=[C:9]([C:13]2[N:17]([CH3:18])[N:16]=[C:15]([C:19]3[C:24]([F:25])=[CH:23][CH:22]=[CH:21][C:20]=3[Cl:26])[N:14]=2)[S:10][C:11]=1Br.IC.[Cl-].[NH4+]. Product: [Cl:26][C:20]1[CH:21]=[CH:22][CH:23]=[C:24]([F:25])[C:19]=1[C:15]1[N:14]=[C:13]([C:9]2[S:10][C:11]([CH3:1])=[C:7]([Br:6])[C:8]=2[CH3:27])[N:17]([CH3:18])[N:16]=1. The catalyst class is: 1. (6) Reactant: CC([NH:9][S:10](/[CH:13]=[CH:14]/[C:15]1[CH:16]=[N:17][CH:18]=[CH:19][CH:20]=1)(=[O:12])=[O:11])(C)CC(C)(C)C.FC(F)(F)C(O)=O. Product: [N:17]1[CH:18]=[CH:19][CH:20]=[C:15](/[CH:14]=[CH:13]/[S:10]([NH2:9])(=[O:11])=[O:12])[CH:16]=1. The catalyst class is: 4.